The task is: Regression. Given a peptide amino acid sequence and an MHC pseudo amino acid sequence, predict their binding affinity value. This is MHC class II binding data.. This data is from Peptide-MHC class II binding affinity with 134,281 pairs from IEDB. The peptide sequence is TVWEQILNTWLVKPG. The MHC is DRB5_0101 with pseudo-sequence DRB5_0101. The binding affinity (normalized) is 0.572.